Dataset: Full USPTO retrosynthesis dataset with 1.9M reactions from patents (1976-2016). Task: Predict the reactants needed to synthesize the given product. (1) Given the product [Cl:29][C:12]1[CH:13]=[CH:14][CH:15]=[C:5]([C:1]([CH3:2])([CH3:3])[CH3:4])[C:6]=1[C:7]([NH:9][CH2:10][CH3:11])=[O:8], predict the reactants needed to synthesize it. The reactants are: [C:1]([C:5]1[CH:15]=[CH:14][CH:13]=[CH:12][C:6]=1[C:7]([NH:9][CH2:10][CH3:11])=[O:8])([CH3:4])([CH3:3])[CH3:2].CN(CCN(C)C)C.[Li]C(CC)C.[Cl:29]C(Cl)(Cl)C(Cl)(Cl)Cl.Cl. (2) Given the product [Cl:28][C:5]1[C:6]([N:8]([CH3:27])[CH:9]2[CH2:26][CH2:25][C:12]3([CH2:13][CH2:14][N:15]([C:18]([O:20][C:21]([CH3:22])([CH3:23])[CH3:24])=[O:19])[CH2:16][CH2:17]3)[CH2:11][CH2:10]2)=[N:7][C:2]([NH:36][C:34]2[CH:33]=[N:32][N:31]([CH3:30])[CH:35]=2)=[N:3][CH:4]=1, predict the reactants needed to synthesize it. The reactants are: Cl[C:2]1[N:7]=[C:6]([N:8]([CH3:27])[CH:9]2[CH2:26][CH2:25][C:12]3([CH2:17][CH2:16][N:15]([C:18]([O:20][C:21]([CH3:24])([CH3:23])[CH3:22])=[O:19])[CH2:14][CH2:13]3)[CH2:11][CH2:10]2)[C:5]([Cl:28])=[CH:4][N:3]=1.Cl.[CH3:30][N:31]1[CH:35]=[C:34]([NH2:36])[CH:33]=[N:32]1.CCN(C(C)C)C(C)C. (3) Given the product [CH2:39]([C:16]1([CH2:13][CH:14]=[CH2:15])[C:37](=[O:38])[N:19]2[CH2:20][CH2:21][N:22]([C:5]([N:56]([C@@H:54]([C:46]3[CH:47]=[C:48]([C:50]([F:51])([F:52])[F:53])[CH:49]=[C:44]([CH2:42][CH3:43])[CH:45]=3)[CH3:55])[CH3:57])=[O:11])[C@@H:23]([C:24]3[C:25]([CH3:36])=[N:26][N:27]([CH2:29][C:30]4[CH:31]=[CH:32][CH:33]=[CH:34][CH:35]=4)[CH:28]=3)[C@@H:18]2[CH2:17]1)[CH:40]=[CH2:41], predict the reactants needed to synthesize it. The reactants are: ClC(Cl)(O[C:5](=[O:11])OC(Cl)(Cl)Cl)Cl.[CH2:13]([C:16]1([CH2:39][CH:40]=[CH2:41])[C:37](=[O:38])[N:19]2[CH2:20][CH2:21][NH:22][C@@H:23]([C:24]3[C:25]([CH3:36])=[N:26][N:27]([CH2:29][C:30]4[CH:35]=[CH:34][CH:33]=[CH:32][CH:31]=4)[CH:28]=3)[C@@H:18]2[CH2:17]1)[CH:14]=[CH2:15].[CH2:42]([C:44]1[CH:45]=[C:46]([CH:54]([NH:56][CH3:57])[CH3:55])[CH:47]=[C:48]([C:50]([F:53])([F:52])[F:51])[CH:49]=1)[CH3:43]. (4) Given the product [NH2:3][C:2]1[S:1][C:7]2[C:8]([N+:35]([O-:37])=[O:36])=[C:9]([O:10][C:11]3[CH:12]=[CH:13][C:14]([F:32])=[C:15]([NH:17][C:18](=[O:31])[C:19]4[CH:24]=[CH:23][CH:22]=[C:21]([C:25]([C:28]#[N:29])([CH3:27])[CH3:26])[C:20]=4[Cl:30])[CH:16]=3)[CH:33]=[CH:34][C:6]=2[N:5]=1, predict the reactants needed to synthesize it. The reactants are: [S-:1][C:2]#[N:3].[K+].[NH2:5][C:6]1[CH:34]=[CH:33][C:9]([O:10][C:11]2[CH:12]=[CH:13][C:14]([F:32])=[C:15]([NH:17][C:18](=[O:31])[C:19]3[CH:24]=[CH:23][CH:22]=[C:21]([C:25]([C:28]#[N:29])([CH3:27])[CH3:26])[C:20]=3[Cl:30])[CH:16]=2)=[C:8]([N+:35]([O-:37])=[O:36])[CH:7]=1.BrBr. (5) Given the product [NH:21]1[C:25]2[CH:26]=[CH:27][CH:28]=[CH:29][C:24]=2[N:23]=[C:22]1[C:30]1([CH2:36][NH2:37])[CH2:31][CH2:32][N:33]([C:11]2[C:12]3[C:19]([CH3:20])=[CH:18][NH:17][C:13]=3[N:14]=[CH:15][N:16]=2)[CH2:34][CH2:35]1, predict the reactants needed to synthesize it. The reactants are: C(N(C(C)C)C(C)C)C.Cl[C:11]1[C:12]2[C:19]([CH3:20])=[CH:18][NH:17][C:13]=2[N:14]=[CH:15][N:16]=1.[NH:21]1[C:25]2[CH:26]=[CH:27][CH:28]=[CH:29][C:24]=2[N:23]=[C:22]1[C:30]1([CH2:36][N:37]=C(C2C=CC=CC=2)C2C=CC=CC=2)[CH2:35][CH2:34][NH:33][CH2:32][CH2:31]1.Cl.C(O)(C)C. (6) Given the product [Br:2][C:3]1[CH:4]=[C:5]2[C:9]([CH2:8][C:7]3([CH2:16][CH2:15][CH:14]([CH:17]([F:18])[F:19])[CH2:13][CH2:12]3)[C:6]2=[NH:20])=[CH:10][CH:11]=1, predict the reactants needed to synthesize it. The reactants are: Cl.[Br:2][C:3]1[CH:4]=[C:5]2[C:9](=[CH:10][CH:11]=1)[CH2:8][C:7]1([CH2:16][CH2:15][CH:14]([CH:17]([F:19])[F:18])[CH2:13][CH2:12]1)[C:6]2=[N:20]S(C(C)(C)C)=O. (7) Given the product [ClH:33].[ClH:33].[Br:28][C:24]1[CH:23]=[C:22]([C:13]2[C:14]3[C:9](=[CH:8][C:7]([NH:34][CH3:35])=[C:16]4[O:17][C:18]([CH3:21])([CH3:20])[CH2:19][C:15]4=3)[CH2:10][C:11]([CH3:30])([CH3:29])[N:12]=2)[CH:27]=[CH:26][CH:25]=1, predict the reactants needed to synthesize it. The reactants are: FC(F)(F)S(O[C:7]1[CH:8]=[C:9]2[C:14](=[C:15]3[CH2:19][C:18]([CH3:21])([CH3:20])[O:17][C:16]=13)[C:13]([C:22]1[CH:27]=[CH:26][CH:25]=[C:24]([Br:28])[CH:23]=1)=[N:12][C:11]([CH3:30])([CH3:29])[CH2:10]2)(=O)=O.[Cl-:33].[NH4+:34].[CH3:35]N.CO. (8) Given the product [CH2:29]([N:33]1[CH2:38][CH2:37][N:36]([C:2]2[N:7]=[C:6]([C:8]3[NH:17][C:16](=[O:18])[C:15]4[C:10](=[CH:11][C:12]([O:21][CH3:22])=[CH:13][C:14]=4[O:19][CH3:20])[N:9]=3)[CH:5]=[CH:4][CH:3]=2)[CH2:35][CH2:34]1)[CH:30]([CH3:32])[CH3:31], predict the reactants needed to synthesize it. The reactants are: F[C:2]1[N:7]=[C:6]([C:8]2[NH:17][C:16](=[O:18])[C:15]3[C:10](=[CH:11][C:12]([O:21][CH3:22])=[CH:13][C:14]=3[O:19][CH3:20])[N:9]=2)[CH:5]=[CH:4][CH:3]=1.C([O-])([O-])=O.[K+].[K+].[CH2:29]([N:33]1[CH2:38][CH2:37][NH:36][CH2:35][CH2:34]1)[CH:30]([CH3:32])[CH3:31].CN(C)C(=O)C.